Dataset: Catalyst prediction with 721,799 reactions and 888 catalyst types from USPTO. Task: Predict which catalyst facilitates the given reaction. Reactant: [NH2:1][C:2]1[C:3]([Cl:9])=[N:4][CH:5]=[C:6]([Br:8])[CH:7]=1.[F:10][C:11]1[CH:16]=[CH:15][C:14]([S:17](Cl)(=[O:19])=[O:18])=[CH:13][CH:12]=1. Product: [F:10][C:11]1[CH:16]=[CH:15][C:14]([S:17]([N:1]([C:2]2[C:3]([Cl:9])=[N:4][CH:5]=[C:6]([Br:8])[CH:7]=2)[S:17]([C:14]2[CH:15]=[CH:16][C:11]([F:10])=[CH:12][CH:13]=2)(=[O:19])=[O:18])(=[O:19])=[O:18])=[CH:13][CH:12]=1. The catalyst class is: 17.